The task is: Regression. Given two drug SMILES strings and cell line genomic features, predict the synergy score measuring deviation from expected non-interaction effect.. This data is from Merck oncology drug combination screen with 23,052 pairs across 39 cell lines. (1) Drug 1: CCC1(O)CC2CN(CCc3c([nH]c4ccccc34)C(C(=O)OC)(c3cc4c(cc3OC)N(C)C3C(O)(C(=O)OC)C(OC(C)=O)C5(CC)C=CCN6CCC43C65)C2)C1. Drug 2: C#Cc1cccc(Nc2ncnc3cc(OCCOC)c(OCCOC)cc23)c1. Cell line: UWB1289BRCA1. Synergy scores: synergy=29.4. (2) Drug 1: C=CCn1c(=O)c2cnc(Nc3ccc(N4CCN(C)CC4)cc3)nc2n1-c1cccc(C(C)(C)O)n1. Drug 2: O=C(NOCC(O)CO)c1ccc(F)c(F)c1Nc1ccc(I)cc1F. Cell line: CAOV3. Synergy scores: synergy=21.0. (3) Drug 1: O=P1(N(CCCl)CCCl)NCCCO1. Drug 2: O=C(CCCCCCC(=O)Nc1ccccc1)NO. Cell line: A2780. Synergy scores: synergy=5.44. (4) Drug 1: NC1(c2ccc(-c3nc4ccn5c(=O)[nH]nc5c4cc3-c3ccccc3)cc2)CCC1. Drug 2: Cn1c(=O)n(-c2ccc(C(C)(C)C#N)cc2)c2c3cc(-c4cnc5ccccc5c4)ccc3ncc21. Cell line: UWB1289. Synergy scores: synergy=56.7. (5) Drug 1: O=C(CCCCCCC(=O)Nc1ccccc1)NO. Drug 2: CC1(c2nc3c(C(N)=O)cccc3[nH]2)CCCN1. Cell line: T47D. Synergy scores: synergy=7.25.